Task: Predict the product of the given reaction.. Dataset: Forward reaction prediction with 1.9M reactions from USPTO patents (1976-2016) (1) Given the reactants [F:1][C:2]([F:19])([F:18])[C:3]1[N:8]=[C:7]([N:9]2[CH2:13][C@@H:12]3[C@H:14]([OH:17])[CH2:15][CH2:16][C@@H:11]3[CH2:10]2)[CH:6]=[CH:5][CH:4]=1.C1(P(C2C=CC=CC=2)C2C=CC=CC=2)C=CC=CC=1.[F:39][C:40]1[CH:41]=[C:42](O)[CH:43]=[CH:44][CH:45]=1.N(C(OC(C)C)=O)=NC(OC(C)C)=O, predict the reaction product. The product is: [F:39][C:40]1[CH:45]=[C:44]([CH:43]=[CH:42][CH:41]=1)[O:17][C@@H:14]1[C@@H:12]2[C@@H:11]([CH2:10][N:9]([C:7]3[CH:6]=[CH:5][CH:4]=[C:3]([C:2]([F:1])([F:18])[F:19])[N:8]=3)[CH2:13]2)[CH2:16][CH2:15]1. (2) The product is: [NH2:25][C:26]1[C:27]2[C:28](=[O:29])[N:38]([CH3:39])[CH2:37][CH2:36][O:35][C:31]=2[CH:32]=[CH:33][CH:34]=1. Given the reactants CN(C(ON1N=NC2C=CC=NC1=2)=[N+](C)C)C.F[P-](F)(F)(F)(F)F.[NH2:25][C:26]1[CH:34]=[CH:33][CH:32]=[C:31]([O:35][CH2:36][CH2:37][NH:38][CH3:39])[C:27]=1[C:28](O)=[O:29].CCN(C(C)C)C(C)C, predict the reaction product.